This data is from Full USPTO retrosynthesis dataset with 1.9M reactions from patents (1976-2016). The task is: Predict the reactants needed to synthesize the given product. The reactants are: [Cl:1][C:2]1[CH:7]=[CH:6][C:5]([N:8]2[CH2:13][CH2:12][N:11](C(OC(C)(C)C)=O)[CH2:10][CH2:9]2)=[CH:4][C:3]=1[O:21][CH3:22].[ClH:23]. Given the product [ClH:1].[ClH:23].[Cl:1][C:2]1[CH:7]=[CH:6][C:5]([N:8]2[CH2:9][CH2:10][NH:11][CH2:12][CH2:13]2)=[CH:4][C:3]=1[O:21][CH3:22], predict the reactants needed to synthesize it.